This data is from Full USPTO retrosynthesis dataset with 1.9M reactions from patents (1976-2016). The task is: Predict the reactants needed to synthesize the given product. (1) Given the product [CH2:32]([NH:31][C:7]1[C:16]2[C:11](=[CH:12][CH:13]=[C:14]([Cl:17])[CH:15]=2)[N:10]=[C:9]2[CH2:18][CH2:19][CH2:20][CH2:21][CH2:22][C:8]=12)[CH2:33][C:34]#[CH:35], predict the reactants needed to synthesize it. The reactants are: FC(F)(F)S(O[C:7]1[C:16]2[C:11](=[CH:12][CH:13]=[C:14]([Cl:17])[CH:15]=2)[N:10]=[C:9]2[CH2:18][CH2:19][CH2:20][CH2:21][CH2:22][C:8]=12)(=O)=O.C([O-])([O-])=O.[Cs+].[Cs+].[NH2:31][CH2:32][CH2:33][C:34]#[CH:35]. (2) Given the product [Cl:1][C:2]1[CH:11]=[C:10]([C:12](=[O:14])[CH3:13])[C:9]([N:15]2[CH2:16][CH2:17][N:18]([C:22](=[O:29])[C:23]3[CH:28]=[CH:27][N:26]=[CH:25][CH:24]=3)[CH2:19][CH2:20]2)=[C:8]2[C:3]=1[CH:4]=[CH:5][CH:6]=[N:7]2, predict the reactants needed to synthesize it. The reactants are: [Cl:1][C:2]1[CH:11]=[C:10]([C:12](=[O:14])[CH3:13])[C:9]([N:15]2[CH2:20][CH2:19][NH:18][CH2:17][CH2:16]2)=[C:8]2[C:3]=1[CH:4]=[CH:5][CH:6]=[N:7]2.Cl.[C:22](Cl)(=[O:29])[C:23]1[CH:28]=[CH:27][N:26]=[CH:25][CH:24]=1.C(N(CC)CC)C. (3) Given the product [CH:21]1([C:24]2[C:32]3[C:27](=[CH:28][CH:29]=[C:30]([C:2]4[CH:3]=[CH:4][N:5]5[C:10]([C:11]=4[CH3:12])=[C:9]([CH:13]4[CH2:15][CH2:14]4)[CH:8]=[C:7]([C:16]([O:18][CH3:19])=[O:17])[C:6]5=[O:20])[CH:31]=3)[NH:26][N:25]=2)[CH2:23][CH2:22]1, predict the reactants needed to synthesize it. The reactants are: Cl[C:2]1[CH:3]=[CH:4][N:5]2[C:10]([C:11]=1[CH3:12])=[C:9]([CH:13]1[CH2:15][CH2:14]1)[CH:8]=[C:7]([C:16]([O:18][CH3:19])=[O:17])[C:6]2=[O:20].[CH:21]1([C:24]2[C:32]3[C:27](=[CH:28][CH:29]=[C:30](B4OC(C)(C)C(C)(C)O4)[CH:31]=3)[N:26](C(OC(C)(C)C)=O)[N:25]=2)[CH2:23][CH2:22]1. (4) Given the product [OH:18][C@H:15]1[CH2:16][CH2:17][C@@:12]([C@H:11]2[CH2:10][CH2:9][C@@:8]3([CH3:22])[C@@H:4]([CH2:5][CH2:6][C:7]3=[CH2:23])[C@@H:3]2[CH2:2][NH:1][C:67]([C:58]2[CH:59]=[CH:60][C:61]3[C:66](=[CH:65][CH:64]=[CH:63][CH:62]=3)[CH:57]=2)=[O:68])([CH3:21])[C@@H:13]([CH2:19][OH:20])[CH2:14]1, predict the reactants needed to synthesize it. The reactants are: [NH2:1][CH2:2][C@@H:3]1[C@@H:11]([C@@:12]2([CH3:21])[CH2:17][CH2:16][C@H:15]([OH:18])[CH2:14][C@@H:13]2[CH2:19][OH:20])[CH2:10][CH2:9][C@@:8]2([CH3:22])[C@H:4]1[CH2:5][CH2:6][C:7]2=[CH2:23].C1CN([P+](ON2N=NC3C=CC=CC2=3)(N2CCCC2)N2CCCC2)CC1.F[P-](F)(F)(F)(F)F.[CH:57]1[C:66]2[C:61](=[CH:62][CH:63]=[CH:64][CH:65]=2)[CH:60]=[CH:59][C:58]=1[C:67](O)=[O:68].CCN(C(C)C)C(C)C. (5) Given the product [CH:1]1([CH:6]([C:26]2[CH:31]=[CH:30][CH:29]=[CH:28][N:27]=2)[C:7]([NH:9][C:10]2[CH:11]=[C:12]3[C:16](=[CH:17][CH:18]=2)[NH:15][N:14]=[C:13]3[I:25])=[O:8])[CH2:5][CH2:4][CH2:3][CH2:2]1, predict the reactants needed to synthesize it. The reactants are: [CH:1]1([CH:6]([C:26]2[CH:31]=[CH:30][CH:29]=[CH:28][N:27]=2)[C:7]([NH:9][C:10]2[CH:11]=[C:12]3[C:16](=[CH:17][CH:18]=2)[N:15](C2CCCCO2)[N:14]=[C:13]3[I:25])=[O:8])[CH2:5][CH2:4][CH2:3][CH2:2]1.CC1C=CC(S(O)(=O)=O)=CC=1.O. (6) Given the product [Br:26][C:27]1[CH:28]=[C:29]2[C:34](=[CH:35][CH:36]=1)[C:32](=[C:3]1[C:4]3[C:9](=[CH:8][CH:7]=[CH:6][CH:5]=3)[NH:1][C:2]1=[O:10])[O:31][CH2:30]2, predict the reactants needed to synthesize it. The reactants are: [NH:1]1[C:9]2[C:4](=[CH:5][CH:6]=[CH:7][CH:8]=2)[CH2:3][C:2]1=[O:10].[Li+].C[Si]([N-][Si](C)(C)C)(C)C.C1COCC1.[Br:26][C:27]1[CH:28]=[C:29]2[C:34](=[CH:35][CH:36]=1)[C:32](=O)[O:31][CH2:30]2.Cl.